Dataset: Cav3 T-type calcium channel HTS with 100,875 compounds. Task: Binary Classification. Given a drug SMILES string, predict its activity (active/inactive) in a high-throughput screening assay against a specified biological target. (1) The molecule is S(c1n(c(nn1)c1ccncc1)CC=C)CC(=O)Nc1cc(OC)c(NC(=O)c2occc2)cc1. The result is 0 (inactive). (2) The molecule is Clc1cc(NC2N(Cc3ccc(OC)cc3)C(=O)c3c2nccc3)ccc1OC. The result is 0 (inactive).